The task is: Predict the product of the given reaction.. This data is from Forward reaction prediction with 1.9M reactions from USPTO patents (1976-2016). (1) Given the reactants C12BC(CCC1)CCC2.[CH2:10]=[C:11]1[CH2:16][CH2:15][N:14]([C:17]([O:19][C:20]([CH3:23])([CH3:22])[CH3:21])=[O:18])[CH2:13][CH2:12]1.Br[C:25]1[CH:34]=[CH:33][C:32]2[C:27](=[CH:28][CH:29]=[CH:30][CH:31]=2)[CH:26]=1.C(=O)([O-])[O-].[K+].[K+], predict the reaction product. The product is: [CH:31]1[C:32]2[C:27](=[CH:26][CH:25]=[CH:34][CH:33]=2)[CH:28]=[CH:29][C:30]=1[CH2:10][CH:11]1[CH2:16][CH2:15][N:14]([C:17]([O:19][C:20]([CH3:23])([CH3:22])[CH3:21])=[O:18])[CH2:13][CH2:12]1. (2) Given the reactants [CH3:1][C:2]1([CH2:15][CH2:16][S:17]([C:20]2[CH:25]=[CH:24][C:23]([S:26]([CH3:29])(=[O:28])=[O:27])=[CH:22][CH:21]=2)(=[O:19])=[O:18])[CH2:7][CH2:6][N:5](C(OC(C)(C)C)=O)[CH2:4][CH2:3]1.C(OCC)C, predict the reaction product. The product is: [CH3:1][C:2]1([CH2:15][CH2:16][S:17]([C:20]2[CH:21]=[CH:22][C:23]([S:26]([CH3:29])(=[O:27])=[O:28])=[CH:24][CH:25]=2)(=[O:19])=[O:18])[CH2:7][CH2:6][NH:5][CH2:4][CH2:3]1. (3) Given the reactants [C-:1]#[N:2].[K+].Cl[CH2:5][CH2:6][CH:7]1[CH2:12][CH2:11][N:10]([C:13]2[C:22]3[C:17](=[CH:18][CH:19]=[CH:20][CH:21]=3)[CH:16]=[CH:15][N:14]=2)[CH2:9][CH2:8]1.[I-].[K+].O, predict the reaction product. The product is: [C:13]1([N:10]2[CH2:11][CH2:12][CH:7]([CH2:6][CH2:5][C:1]#[N:2])[CH2:8][CH2:9]2)[C:22]2[C:17](=[CH:18][CH:19]=[CH:20][CH:21]=2)[CH:16]=[CH:15][N:14]=1. (4) Given the reactants [OH:1][C:2]1[CH:9]=[CH:8][C:5]([CH2:6][OH:7])=[CH:4][CH:3]=1.C(N(CC)CC)C.[C:17](Cl)(=[O:19])[CH3:18], predict the reaction product. The product is: [C:17]([O:1][C:2]1[CH:9]=[CH:8][C:5]([CH2:6][OH:7])=[CH:4][CH:3]=1)(=[O:19])[CH3:18]. (5) Given the reactants N1C=CC=CC=1.[C:7]([OH:11])([CH3:10])([CH3:9])[CH3:8].[Cl:12][C:13]1[N:18]=[CH:17][N:16]=[C:15]([C:19](Cl)=[O:20])[C:14]=1[CH3:22], predict the reaction product. The product is: [Cl:12][C:13]1[N:18]=[CH:17][N:16]=[C:15]([C:19]([O:11][C:7]([CH3:10])([CH3:9])[CH3:8])=[O:20])[C:14]=1[CH3:22]. (6) Given the reactants [C:1]([C:3]1[CH:4]=[C:5]([CH2:9][CH2:10][C:11]([O:13][C:14]([CH3:17])([CH3:16])[CH3:15])=[O:12])[CH:6]=[CH:7][CH:8]=1)#[N:2].Cl.[NH2:19][OH:20].C(=O)(O)[O-].[Na+], predict the reaction product. The product is: [OH:20][NH:19][C:1](=[NH:2])[C:3]1[CH:4]=[C:5]([CH2:9][CH2:10][C:11]([O:13][C:14]([CH3:16])([CH3:15])[CH3:17])=[O:12])[CH:6]=[CH:7][CH:8]=1. (7) Given the reactants [CH3:1][O:2][C:3]1[CH:8]=[CH:7][C:6]([S:9][CH2:10][CH2:11][NH2:12])=[CH:5][CH:4]=1.[C:13](Cl)(=[O:16])[CH:14]=[CH2:15].C([O-])([O-])=O.[Na+].[Na+].C(N(CC)CC)C, predict the reaction product. The product is: [CH3:1][O:2][C:3]1[CH:8]=[CH:7][C:6]([S:9][CH2:10][CH2:11][NH:12][C:13](=[O:16])[CH:14]=[CH2:15])=[CH:5][CH:4]=1. (8) Given the reactants [N:1]1([C:6]2[N:11]=[CH:10][C:9]([CH2:12][CH:13]([OH:23])[CH2:14][O:15][Si:16]([C:19]([CH3:22])([CH3:21])[CH3:20])([CH3:18])[CH3:17])=[CH:8][CH:7]=2)[CH:5]=[N:4][N:3]=[N:2]1, predict the reaction product. The product is: [N:1]1([C:6]2[N:11]=[CH:10][C:9]([CH2:12][C:13](=[O:23])[CH2:14][O:15][Si:16]([C:19]([CH3:21])([CH3:20])[CH3:22])([CH3:17])[CH3:18])=[CH:8][CH:7]=2)[CH:5]=[N:4][N:3]=[N:2]1. (9) Given the reactants [Cl:1][CH2:2][C:3](Cl)=[O:4].[F:6][C:7]([F:11])([F:10])[CH2:8][NH2:9].C(=O)([O-])[O-].[K+].[K+].CO, predict the reaction product. The product is: [Cl:1][CH2:2][C:3]([NH:9][CH2:8][C:7]([F:11])([F:10])[F:6])=[O:4].